From a dataset of Full USPTO retrosynthesis dataset with 1.9M reactions from patents (1976-2016). Predict the reactants needed to synthesize the given product. (1) Given the product [CH3:16][C:10]1([CH3:17])[C@@H:11]([C:13]([N:24]2[CH2:20][CH2:19][CH2:18][CH2:23][CH2:22]2)=[O:15])[CH2:12][C@H:9]1[NH:8][C:6](=[O:7])[O:5][C:1]([CH3:2])([CH3:3])[CH3:4], predict the reactants needed to synthesize it. The reactants are: [C:1]([O:5][C:6]([NH:8][C@@H:9]1[CH2:12][C@H:11]([C:13]([OH:15])=O)[C:10]1([CH3:17])[CH3:16])=[O:7])([CH3:4])([CH3:3])[CH3:2].[CH:18]1[CH:19]=[CH:20]C2N(O)N=[N:24][C:22]=2[CH:23]=1.C(N(CC)CC)C.N1CCCCC1. (2) Given the product [CH3:32][C@@H:33]1[CH2:41][C:40]2[C:35](=[CH:36][CH:37]=[CH:38][CH:39]=2)[N:34]1[C:16](=[O:18])[CH2:15][C:3]1[N:2]([CH3:1])[C:7](=[S:8])[CH:6]=[C:5]([N:9]2[CH2:10][CH2:11][O:12][CH2:13][CH2:14]2)[N:4]=1, predict the reactants needed to synthesize it. The reactants are: [CH3:1][N:2]1[C:7](=[S:8])[CH:6]=[C:5]([N:9]2[CH2:14][CH2:13][O:12][CH2:11][CH2:10]2)[N:4]=[C:3]1[CH2:15][C:16]([O-:18])=O.[Na+].Cl.CN(C)CCCN=C=NCC.[CH3:32][C@@H:33]1[CH2:41][C:40]2[C:35](=[CH:36][CH:37]=[CH:38][CH:39]=2)[NH:34]1. (3) Given the product [OH:14][C:9]1[CH:8]=[C:7]2[C:12](=[CH:11][C:10]=1[OH:13])[CH2:20][NH:1][C@H:2]([C:3]([OH:5])=[O:4])[CH2:6]2, predict the reactants needed to synthesize it. The reactants are: [NH2:1][C@@H:2]([CH2:6][C:7]1[CH:12]=[CH:11][C:10]([OH:13])=[C:9]([OH:14])[CH:8]=1)[C:3]([OH:5])=[O:4].S(=O)(=O)(O)O.[CH2:20]=O. (4) Given the product [CH2:12]([CH:15]1[CH2:20][CH2:19][CH:18]([C:21]([O:23][C@@H:9]2[CH2:10][C@@:2]3([CH3:1])[C:6]([CH3:8])([CH3:7])[C@@H:5]2[CH2:4][CH2:3]3)=[O:22])[CH2:17][CH2:16]1)[CH2:13][CH3:14], predict the reactants needed to synthesize it. The reactants are: [CH3:1][C@@:2]12[C@H:10](O)[CH2:9][C@@H:5]([C:6]1([CH3:8])[CH3:7])[CH2:4][CH2:3]2.[CH2:12]([CH:15]1[CH2:20][CH2:19][CH:18]([C:21]([OH:23])=[O:22])[CH2:17][CH2:16]1)[CH2:13][CH3:14].C1(N=C=NC2CCCCC2)CCCCC1. (5) Given the product [C:39]([C:2]1[CH:21]=[CH:20][CH:19]=[C:18]2[C:3]=1[CH2:4][CH:5]1[CH2:9][C:8](=[O:10])[N:7]([C:11]([O:13][C:14]([CH3:17])([CH3:16])[CH3:15])=[O:12])[CH:6]12)#[N:40], predict the reactants needed to synthesize it. The reactants are: Br[C:2]1[CH:21]=[CH:20][CH:19]=[C:18]2[C:3]=1[CH2:4][CH:5]1[CH2:9][C:8](=[O:10])[N:7]([C:11]([O:13][C:14]([CH3:17])([CH3:16])[CH3:15])=[O:12])[CH:6]12.O.CC(OC(OC(OC(C)(C)C)=O)=O)(C)C.C[CH2:39][N:40](CC)CC. (6) Given the product [F:39][C:34]1[C:33]([F:40])=[C:32]([CH3:31])[CH:37]=[CH:36][C:35]=1[CH2:38][N:9]1[C:5]2=[N:6][C:7]([CH3:8])=[C:2]([F:1])[CH:3]=[C:4]2[C:11]([C:12]2[N:13]=[N:14][C:15]3[C:20]([CH3:21])([CH3:22])[C:19](=[O:23])[NH:18][C:16]=3[N:17]=2)=[N:10]1, predict the reactants needed to synthesize it. The reactants are: [F:1][C:2]1[CH:3]=[C:4]2[C:11]([C:12]3[N:13]=[N:14][C:15]4[C:20]([CH3:22])([CH3:21])[C:19](=[O:23])[NH:18][C:16]=4[N:17]=3)=[N:10][NH:9][C:5]2=[N:6][C:7]=1[CH3:8].C(=O)([O-])[O-].[Cs+].[Cs+].Br[CH2:31][C:32]1[CH:37]=[CH:36][C:35]([CH3:38])=[C:34]([F:39])[C:33]=1[F:40].